From a dataset of Reaction yield outcomes from USPTO patents with 853,638 reactions. Predict the reaction yield, written as a fraction of the theoretical maximum amount of product (1.0 means a 100% yield; for example, 0.34 means a 34% yield). The reactants are [C:1]([O:5][C:6]([N:8]1[CH2:13][CH2:12][N:11]([C:14]2[CH:15]=[C:16]([C:28]([O:30]C)=[O:29])[C:17]3[CH:18]=[N:19][N:20]([CH:23]4[CH2:27][CH2:26][CH2:25][CH2:24]4)[C:21]=3[CH:22]=2)[CH2:10][CH2:9]1)=[O:7])([CH3:4])([CH3:3])[CH3:2].[OH-].[Na+]. The catalyst is CO. The product is [C:1]([O:5][C:6]([N:8]1[CH2:9][CH2:10][N:11]([C:14]2[CH:15]=[C:16]([C:28]([OH:30])=[O:29])[C:17]3[CH:18]=[N:19][N:20]([CH:23]4[CH2:24][CH2:25][CH2:26][CH2:27]4)[C:21]=3[CH:22]=2)[CH2:12][CH2:13]1)=[O:7])([CH3:4])([CH3:2])[CH3:3]. The yield is 0.880.